Dataset: Reaction yield outcomes from USPTO patents with 853,638 reactions. Task: Predict the reaction yield, written as a fraction of the theoretical maximum amount of product (1.0 means a 100% yield; for example, 0.34 means a 34% yield). The reactants are CN(C)CCN.[S:7]1[CH:11]=[CH:10][CH:9]=[C:8]1[CH2:12][O:13][N:14]1C(=O)C2=CC=CC=C2C1=O.C(O)(=O)C.[Cl:29][C:30]1[CH:35]=[CH:34][C:33]([NH:36][S:37]([C:40]([F:43])([F:42])[F:41])(=[O:39])=[O:38])=[C:32]([C:44](=O)[CH2:45][CH3:46])[CH:31]=1. The catalyst is CCO. The product is [Cl:29][C:30]1[CH:35]=[CH:34][C:33]([NH:36][S:37]([C:40]([F:43])([F:42])[F:41])(=[O:39])=[O:38])=[C:32]([C:44](=[N:14][O:13][CH2:12][C:8]2[S:7][CH:11]=[CH:10][CH:9]=2)[CH2:45][CH3:46])[CH:31]=1. The yield is 0.850.